Dataset: Reaction yield outcomes from USPTO patents with 853,638 reactions. Task: Predict the reaction yield, written as a fraction of the theoretical maximum amount of product (1.0 means a 100% yield; for example, 0.34 means a 34% yield). (1) The reactants are [OH-].[Na+].Br.C[O:5][C:6]([C:8]1[CH:13]=[C:12]([CH3:14])[N:11]=[C:10]([S:15]C(=N)N)[N:9]=1)=[O:7]. No catalyst specified. The product is [SH:15][C:10]1[N:9]=[C:8]([C:6]([OH:7])=[O:5])[CH:13]=[C:12]([CH3:14])[N:11]=1. The yield is 0.590. (2) The reactants are [C:1]([C:3]1[CH:4]=[C:5]([NH:9][C:10](=[O:33])[NH:11][C:12]2[CH:17]=[CH:16][C:15]([S:18]([NH:21][CH2:22][C:23]3[CH:28]=[CH:27][C:26]([S:29](=[O:32])(=[O:31])[NH2:30])=[CH:25][CH:24]=3)(=[O:20])=[O:19])=[CH:14][CH:13]=2)[CH:6]=[CH:7][CH:8]=1)#[N:2].[NH:34]1[CH2:39][CH2:38][S:37][CH2:36][CH2:35]1. No catalyst specified. The product is [NH:2]=[C:1]([N:34]1[CH2:39][CH2:38][S:37][CH2:36][CH2:35]1)[C:3]1[CH:4]=[C:5]([NH:9][C:10](=[O:33])[NH:11][C:12]2[CH:17]=[CH:16][C:15]([S:18]([NH:21][CH2:22][C:23]3[CH:28]=[CH:27][C:26]([S:29](=[O:32])(=[O:31])[NH2:30])=[CH:25][CH:24]=3)(=[O:20])=[O:19])=[CH:14][CH:13]=2)[CH:6]=[CH:7][CH:8]=1. The yield is 0.280. (3) The reactants are [CH2:1]([OH:10])[C:2]#[C:3][CH2:4][CH2:5][CH2:6][CH2:7][CH2:8][CH3:9]. The catalyst is NCCCN. The product is [CH2:1]([OH:10])[CH2:2][CH2:3][CH2:4][CH2:5][CH2:6][CH2:7][C:8]#[CH:9]. The yield is 0.670. (4) The reactants are [Cl:1][C:2]1[CH:7]=[CH:6][C:5]([C:8]2[CH:13]=[CH:12][C:11]([C:14](C)=[CH:15][CH2:16][OH:17])=[CH:10][CH:9]=2)=[CH:4][CH:3]=1.CN(C1C=CC2N=C3C(=CC(C=C3)=[N+](C)C)SC=2C=1)C.[C:39]1(=[O:45])[CH2:44][CH2:43][CH2:42][CH2:41][CH2:40]1.[O:46]1[CH2:51]CCOO1. The catalyst is CC#N.Cl. The product is [Cl:1][C:2]1[CH:3]=[CH:4][C:5]([C:8]2[CH:9]=[CH:10][C:11]([CH:14]=[CH:15][CH:16]3[CH2:51][O:46][C:39]4([CH2:44][CH2:43][CH2:42][CH2:41][CH2:40]4)[O:45][O:17]3)=[CH:12][CH:13]=2)=[CH:6][CH:7]=1. The yield is 0.500. (5) The reactants are [Br:1][C:2]1[C:10]2[C:5]([NH:6][CH:7]=[N:8][C:9]=2[Cl:11])=[N:4][CH:3]=1.O[CH2:13][CH2:14][CH:15]1[CH2:20][CH2:19][N:18]([C:21]([O:23][C:24]([CH3:27])([CH3:26])[CH3:25])=[O:22])[CH2:17][CH2:16]1.C1(P(C2C=CC=CC=2)C2C=CC=CC=2)C=CC=CC=1.CCOC(/N=N/C(OCC)=O)=O. The catalyst is O1CCCC1. The product is [Br:1][C:2]1[C:10]2[C:9]([Cl:11])=[N:8][CH:7]=[N:6][C:5]=2[N:4]([CH2:13][CH2:14][CH:15]2[CH2:16][CH2:17][N:18]([C:21]([O:23][C:24]([CH3:25])([CH3:27])[CH3:26])=[O:22])[CH2:19][CH2:20]2)[CH:3]=1. The yield is 0.850. (6) The reactants are [Cl-].O[NH3+:3].[C:4](=[O:7])([O-])[OH:5].[Na+].CS(C)=O.[CH3:13][CH:14]([O:16][C:17]1[CH:22]=[CH:21][C:20]([N:23]2[C:28](=[O:29])[C:27]([CH2:30][C:31]3[CH:36]=[CH:35][C:34]([C:37]4[C:38]([C:43]#[N:44])=[CH:39][CH:40]=[CH:41][CH:42]=4)=[CH:33][CH:32]=3)=[C:26]([CH2:45][CH2:46][CH3:47])[N:25]3[N:48]=[CH:49][CH:50]=[C:24]23)=[CH:19][CH:18]=1)[CH3:15]. The catalyst is C(OCC)(=O)C. The product is [CH3:13][CH:14]([O:16][C:17]1[CH:18]=[CH:19][C:20]([N:23]2[C:28](=[O:29])[C:27]([CH2:30][C:31]3[CH:36]=[CH:35][C:34]([C:37]4[CH:42]=[CH:41][CH:40]=[CH:39][C:38]=4[C:43]4[NH:3][C:4](=[O:7])[O:5][N:44]=4)=[CH:33][CH:32]=3)=[C:26]([CH2:45][CH2:46][CH3:47])[N:25]3[N:48]=[CH:49][CH:50]=[C:24]23)=[CH:21][CH:22]=1)[CH3:15]. The yield is 0.690. (7) The reactants are Br[C:2]1[C:7](=[O:8])[N:6]([CH2:9][C:10]2[CH:15]=[CH:14][C:13]([C:16]3[C:17]([C:22]#[N:23])=[CH:18][CH:19]=[CH:20][CH:21]=3)=[CH:12][CH:11]=2)[C:5]([CH2:24][CH2:25][CH2:26][CH3:27])=[N:4][C:3]=1[CH3:28].[CH2:29]([Sn](CCCC)(CCCC)C=C)[CH2:30]CC.[Cl-].[Li+]. The catalyst is CN(C)C=O.C(OCC)(=O)C.[F-].[K+].Cl[Pd](Cl)([P](C1C=CC=CC=1)(C1C=CC=CC=1)C1C=CC=CC=1)[P](C1C=CC=CC=1)(C1C=CC=CC=1)C1C=CC=CC=1. The product is [CH2:24]([C:5]1[N:6]([CH2:9][C:10]2[CH:15]=[CH:14][C:13]([C:16]3[C:17]([C:22]#[N:23])=[CH:18][CH:19]=[CH:20][CH:21]=3)=[CH:12][CH:11]=2)[C:7](=[O:8])[C:2]([CH:29]=[CH2:30])=[C:3]([CH3:28])[N:4]=1)[CH2:25][CH2:26][CH3:27]. The yield is 0.630.